Dataset: Full USPTO retrosynthesis dataset with 1.9M reactions from patents (1976-2016). Task: Predict the reactants needed to synthesize the given product. (1) Given the product [S:18]1[CH:4]=[C:3]([N:6]2[C:14]3[C:9](=[CH:10][CH:11]=[CH:12][CH:13]=3)[C:8]([C:15]([OH:17])=[O:16])=[CH:7]2)[CH:20]=[N:19]1, predict the reactants needed to synthesize it. The reactants are: S1C=[CH:4][C:3]([N:6]2[C:14]3[C:9](=[CH:10][CH:11]=[CH:12][CH:13]=3)[C:8]([C:15]([OH:17])=[O:16])=[CH:7]2)=N1.[S:18]1C(N2C3C(=CC=CC=3)C(C(O)=O)=C2)=C[CH:20]=[N:19]1.O1C=CN=C1N1C2C(=CC=CC=2)C(C(O)=O)=C1. (2) Given the product [Cl:1][C:2]1[CH:3]=[C:4]([S:20]([NH2:25])(=[O:22])=[O:21])[CH:5]=[C:6]([Cl:19])[C:7]=1[O:8][C:9]1[CH:14]=[CH:13][C:12]([N+:15]([O-:17])=[O:16])=[CH:11][C:10]=1[Cl:18], predict the reactants needed to synthesize it. The reactants are: [Cl:1][C:2]1[CH:3]=[C:4]([S:20](Cl)(=[O:22])=[O:21])[CH:5]=[C:6]([Cl:19])[C:7]=1[O:8][C:9]1[CH:14]=[CH:13][C:12]([N+:15]([O-:17])=[O:16])=[CH:11][C:10]=1[Cl:18].[OH-].[NH4+:25]. (3) Given the product [CH3:24][C:23]1[N:19]([CH2:18][C:17]([N:14]2[CH2:15][CH2:16][CH:11]([C:7]3[CH:6]=[C:5]([CH:10]=[CH:9][CH:8]=3)[C:4]([OH:30])=[O:3])[CH2:12][CH2:13]2)=[O:29])[N:20]=[C:21]([C:25]([F:28])([F:26])[F:27])[CH:22]=1, predict the reactants needed to synthesize it. The reactants are: C([O:3][C:4](=[O:30])[C:5]1[CH:10]=[CH:9][CH:8]=[C:7]([CH:11]2[CH2:16][CH2:15][N:14]([C:17](=[O:29])[CH2:18][N:19]3[C:23]([CH3:24])=[CH:22][C:21]([C:25]([F:28])([F:27])[F:26])=[N:20]3)[CH2:13][CH2:12]2)[CH:6]=1)C.[OH-].[Na+]. (4) Given the product [CH3:10][O:11][CH2:12][CH2:13][N:2]([CH2:3][C:4]1[CH:9]=[CH:8][CH:7]=[CH:6][CH:5]=1)[CH3:1], predict the reactants needed to synthesize it. The reactants are: [CH3:1][NH:2][CH2:3][C:4]1[CH:9]=[CH:8][CH:7]=[CH:6][CH:5]=1.[CH3:10][O:11][CH2:12][CH2:13]Br. (5) Given the product [F:30][C:2]1([F:1])[CH2:7][CH2:6][N:5]([C:8]([C:10]2[N:11]([CH2:38][C:39]([F:42])([F:41])[F:40])[C:12]3[C:17]([CH:18]=2)=[CH:16][C:15]([C:19]([N:21]2[CH2:22][CH2:23][N:24]([CH:27]([CH3:28])[CH3:29])[CH2:25][CH2:26]2)=[O:20])=[CH:14][CH:13]=3)=[O:9])[CH2:4][CH2:3]1, predict the reactants needed to synthesize it. The reactants are: [F:1][C:2]1([F:30])[CH2:7][CH2:6][N:5]([C:8]([C:10]2[NH:11][C:12]3[C:17]([CH:18]=2)=[CH:16][C:15]([C:19]([N:21]2[CH2:26][CH2:25][N:24]([CH:27]([CH3:29])[CH3:28])[CH2:23][CH2:22]2)=[O:20])=[CH:14][CH:13]=3)=[O:9])[CH2:4][CH2:3]1.[H-].[Na+].CS(O[CH2:38][C:39]([F:42])([F:41])[F:40])(=O)=O.